Dataset: Catalyst prediction with 721,799 reactions and 888 catalyst types from USPTO. Task: Predict which catalyst facilitates the given reaction. (1) Reactant: C([O:5][C:6](=[O:16])[CH:7]([CH2:11][S:12](Cl)(=[O:14])=[O:13])[CH:8]([CH3:10])[CH3:9])(C)(C)C.Cl.[CH3:18][O:19][C:20]1[CH:21]=[C:22]2[C:27](=[CH:28][C:29]=1[O:30][CH3:31])[CH2:26][NH:25][CH2:24][CH2:23]2.C(N(CC)CC)C.FC(F)(F)C(O)=O. Product: [CH3:18][O:19][C:20]1[CH:21]=[C:22]2[C:27](=[CH:28][C:29]=1[O:30][CH3:31])[CH2:26][N:25]([S:12]([CH2:11][CH:7]([CH:8]([CH3:9])[CH3:10])[C:6]([OH:5])=[O:16])(=[O:13])=[O:14])[CH2:24][CH2:23]2. The catalyst class is: 665. (2) Reactant: [C:1]([O:4][C@H:5]1[C@H:9]([N:10]2[CH:18]=[N:17][C:16]3[C:11]2=[N:12][C:13]([Cl:20])=[N:14][C:15]=3Cl)[O:8][C@H:7]([C:21]2[O:25][N:24]=[C:23]([CH2:26][CH3:27])[CH:22]=2)[C@H:6]1[O:28][C:29](=[O:31])[CH3:30])(=[O:3])[CH3:2].[NH2:32][CH2:33][CH:34]([C:42]1[CH:47]=[CH:46][C:45]([OH:48])=[CH:44][CH:43]=1)[C:35]1[CH:40]=[CH:39][C:38]([OH:41])=[CH:37][CH:36]=1.CCN(C(C)C)C(C)C.Cl. The catalyst class is: 26. Product: [C:1]([O:4][C@H:5]1[C@H:9]([N:10]2[CH:18]=[N:17][C:16]3[C:11]2=[N:12][C:13]([Cl:20])=[N:14][C:15]=3[NH:32][CH2:33][CH:34]([C:35]2[CH:36]=[CH:37][C:38]([OH:41])=[CH:39][CH:40]=2)[C:42]2[CH:47]=[CH:46][C:45]([OH:48])=[CH:44][CH:43]=2)[O:8][C@H:7]([C:21]2[O:25][N:24]=[C:23]([CH2:26][CH3:27])[CH:22]=2)[C@H:6]1[O:28][C:29](=[O:31])[CH3:30])(=[O:3])[CH3:2]. (3) Reactant: [F:1][C:2]1[CH:3]=[C:4]([CH:49]=[CH:50][CH:51]=1)[CH2:5][N:6]1[C:10]([CH3:11])=[C:9]([C:12]2[C:20]3[C:15](=[N:16][CH:17]=[C:18]([C:21]4[CH:22]=[CH:23][C:24]([N:32]5[CH2:37][CH2:36][O:35][CH2:34][CH2:33]5)=[C:25]([NH:27][S:28]([CH3:31])(=[O:30])=[O:29])[CH:26]=4)[CH:19]=3)[N:14](S(C3C=CC(C)=CC=3)(=O)=O)[CH:13]=2)[C:8]([CH3:48])=[N:7]1.[OH-].[Li+]. Product: [F:1][C:2]1[CH:3]=[C:4]([CH:49]=[CH:50][CH:51]=1)[CH2:5][N:6]1[C:10]([CH3:11])=[C:9]([C:12]2[C:20]3[C:15](=[N:16][CH:17]=[C:18]([C:21]4[CH:22]=[CH:23][C:24]([N:32]5[CH2:33][CH2:34][O:35][CH2:36][CH2:37]5)=[C:25]([NH:27][S:28]([CH3:31])(=[O:29])=[O:30])[CH:26]=4)[CH:19]=3)[NH:14][CH:13]=2)[C:8]([CH3:48])=[N:7]1. The catalyst class is: 87. (4) Reactant: Cl.[NH2:2][CH2:3][CH2:4][NH:5][C:6]1[CH:11]=[CH:10][CH:9]=[C:8]([NH2:12])[N:7]=1.[C:13](O)(=[O:16])[CH:14]=[CH2:15].CN(C(ON1N=NC2C=CC=NC1=2)=[N+](C)C)C.F[P-](F)(F)(F)(F)F.CCN(C(C)C)C(C)C. The catalyst class is: 2. Product: [NH2:12][C:8]1[N:7]=[C:6]([NH:5][CH2:4][CH2:3][NH:2][C:13](=[O:16])[CH:14]=[CH2:15])[CH:11]=[CH:10][CH:9]=1. (5) Reactant: CC([O:4][CH2:5][C@H:6]1[O:11][C@@H:10]([O:12]C2C=CC([N+]([O-])=O)=CC=2Cl)[C@H:9]2[O:23]C([O:26][C@H:8]2[C@@H:7]1[O:27]C(C)=O)=O)=O. Product: [CH2:5]([OH:4])[C@H:6]1[O:11][CH:10]([OH:12])[C@@H:9]([OH:23])[C@@H:8]([OH:26])[C@@H:7]1[OH:27]. The catalyst class is: 5. (6) Reactant: [C:1]([NH:5][S:6]([C:9]1[CH:14]=[C:13]([C:15]([N:17]2[CH2:22][CH2:21][C:20]([CH2:29][CH2:30][OH:31])([C:23]3[CH:28]=[CH:27][CH:26]=[CH:25][CH:24]=3)[O:19][CH2:18]2)=[O:16])[C:12]([Cl:32])=[CH:11][C:10]=1[F:33])(=[O:8])=[O:7])([CH3:4])([CH3:3])[CH3:2].CS(C)=O.C(N(C(C)C)CC)(C)C.C([O-])(O)=O.[Na+]. Product: [C:1]([NH:5][S:6]([C:9]1[CH:14]=[C:13]([C:15]([N:17]2[CH2:22][CH2:21][C:20]([CH2:29][CH:30]=[O:31])([C:23]3[CH:28]=[CH:27][CH:26]=[CH:25][CH:24]=3)[O:19][CH2:18]2)=[O:16])[C:12]([Cl:32])=[CH:11][C:10]=1[F:33])(=[O:8])=[O:7])([CH3:4])([CH3:2])[CH3:3]. The catalyst class is: 2. (7) Reactant: [Na+].Br[C:3]1[CH:4]=[C:5]([S:13]([O-:16])(=[O:15])=[O:14])[C:6]2[CH:7]=[CH:8][N:9]=[CH:10][C:11]=2[CH:12]=1.[C:17]1(B(O)O)[CH:22]=[CH:21][CH:20]=[CH:19][CH:18]=1.C(=O)([O-])[O-].[Na+].[Na+].C1(P(C2C=CC=CC=2)CCCCP(C2C=CC=CC=2)C2C=CC=CC=2)C=CC=CC=1.[ClH:62]. Product: [ClH:62].[C:17]1([C:3]2[CH:4]=[C:5]([S:13]([OH:16])(=[O:15])=[O:14])[C:6]3[CH:7]=[CH:8][N:9]=[CH:10][C:11]=3[CH:12]=2)[CH:22]=[CH:21][CH:20]=[CH:19][CH:18]=1. The catalyst class is: 167. (8) Reactant: [C:1]([CH:3]=[C:4]1[CH2:7][N:6]([C:8]([O:10][C:11]([CH3:14])([CH3:13])[CH3:12])=[O:9])[CH2:5]1)#[N:2].[CH3:15][C:16]1([CH3:28])[C:20]([CH3:22])([CH3:21])[O:19][B:18]([C:23]2[CH:24]=[N:25][NH:26][CH:27]=2)[O:17]1.C1CCN2C(=NCCC2)CC1. Product: [C:1]([CH2:3][C:4]1([N:26]2[CH:27]=[C:23]([B:18]3[O:17][C:16]([CH3:28])([CH3:15])[C:20]([CH3:22])([CH3:21])[O:19]3)[CH:24]=[N:25]2)[CH2:7][N:6]([C:8]([O:10][C:11]([CH3:14])([CH3:13])[CH3:12])=[O:9])[CH2:5]1)#[N:2]. The catalyst class is: 10.